The task is: Predict the product of the given reaction.. This data is from Forward reaction prediction with 1.9M reactions from USPTO patents (1976-2016). (1) Given the reactants Cl[C:2]1[N:26]=[CH:25][C:24]([Cl:27])=[CH:23][C:3]=1[C:4]([NH:6][C:7](=[NH:22])[CH2:8][O:9][CH2:10][CH2:11][C:12]1[CH:21]=[CH:20][C:19]2[C:14](=[CH:15][CH:16]=[CH:17][CH:18]=2)[CH:13]=1)=[O:5].C(=O)([O-])[O-].[K+].[K+], predict the reaction product. The product is: [Cl:27][C:24]1[CH:25]=[N:26][C:2]2[N:22]=[C:7]([CH2:8][O:9][CH2:10][CH2:11][C:12]3[CH:21]=[CH:20][C:19]4[C:14](=[CH:15][CH:16]=[CH:17][CH:18]=4)[CH:13]=3)[NH:6][C:4](=[O:5])[C:3]=2[CH:23]=1. (2) The product is: [F:18][C:15]1[CH:14]=[CH:13][C:12]([C:10]2[CH:11]=[C:6]([NH:4][CH2:3][CH2:1][OH:2])[N:7]=[N:8][CH:9]=2)=[CH:17][CH:16]=1. Given the reactants [CH2:1]([CH2:3][NH2:4])[OH:2].Cl[C:6]1[N:7]=[N:8][CH:9]=[C:10]([C:12]2[CH:17]=[CH:16][C:15]([F:18])=[CH:14][CH:13]=2)[CH:11]=1.C(OCC)(=O)C.O, predict the reaction product. (3) The product is: [Cl:1][C:2]1[CH:10]=[CH:9][C:8]2[N:7]([CH2:27][CH2:26][C:23]3[CH:24]=[CH:25][C:20]([NH:19][CH:16]([CH3:17])[CH3:18])=[N:21][CH:22]=3)[C:6]3[CH2:11][CH2:12][N:13]([CH3:15])[CH2:14][C:5]=3[C:4]=2[CH:3]=1. Given the reactants [Cl:1][C:2]1[CH:10]=[CH:9][C:8]2[NH:7][C:6]3[CH2:11][CH2:12][N:13]([CH3:15])[CH2:14][C:5]=3[C:4]=2[CH:3]=1.[CH:16]([NH:19][C:20]1[CH:25]=[CH:24][C:23]([CH:26]=[CH2:27])=[CH:22][N:21]=1)([CH3:18])[CH3:17].[OH-].[K+], predict the reaction product. (4) Given the reactants Br[C:2]1[CH:3]=[C:4]([CH2:9][NH:10][C:11]([C:13]2[CH:18]=[C:17]([CH3:19])[CH:16]=[C:15]([C:20]([NH:22][CH2:23][C:24]3[C:25]([NH:37][CH:38]4[CH2:43][CH2:42][O:41][CH2:40][CH2:39]4)=[C:26]4[CH:34]=[N:33][N:32]([CH2:35][CH3:36])[C:27]4=[N:28][C:29]=3[CH2:30][CH3:31])=[O:21])[CH:14]=2)=[O:12])[CH:5]=[CH:6][C:7]=1[Cl:8].[CH:44]([C:46]1[CH:47]=[C:48](B(O)O)[CH:49]=[CH:50][CH:51]=1)=[O:45].C(=O)([O-])[O-].[K+].[K+], predict the reaction product. The product is: [Cl:8][C:7]1[C:2]([C:50]2[CH:49]=[CH:48][CH:47]=[C:46]([CH:44]=[O:45])[CH:51]=2)=[CH:3][C:4]([CH2:9][NH:10][C:11]([C:13]2[CH:18]=[C:17]([CH3:19])[CH:16]=[C:15]([C:20]([NH:22][CH2:23][C:24]3[C:25]([NH:37][CH:38]4[CH2:43][CH2:42][O:41][CH2:40][CH2:39]4)=[C:26]4[CH:34]=[N:33][N:32]([CH2:35][CH3:36])[C:27]4=[N:28][C:29]=3[CH2:30][CH3:31])=[O:21])[CH:14]=2)=[O:12])=[CH:5][CH:6]=1.